From a dataset of Reaction yield outcomes from USPTO patents with 853,638 reactions. Predict the reaction yield, written as a fraction of the theoretical maximum amount of product (1.0 means a 100% yield; for example, 0.34 means a 34% yield). (1) The reactants are [CH2:1]([N:3]=[C:4]=[O:5])[CH3:2].[N:6]1([CH2:11][CH2:12][CH2:13][NH2:14])[CH2:10][CH2:9][CH2:8][CH2:7]1. The catalyst is C(Cl)(Cl)Cl. The product is [CH2:1]([NH:3][C:4]([NH:14][CH2:13][CH2:12][CH2:11][N:6]1[CH2:10][CH2:9][CH2:8][CH2:7]1)=[O:5])[CH3:2]. The yield is 0.964. (2) The reactants are Br[C:2]1[CH:7]=[CH:6][C:5]2[C:8]3[CH2:13][CH2:12][N:11]([CH2:14][CH2:15][F:16])[CH2:10][C:9]=3[S:17][C:4]=2[CH:3]=1.[F:18][C:19]1[CH:20]=[CH:21][C:22]([CH2:25][O:26][C:27]2[CH:32]=[CH:31][NH:30][C:29](=[O:33])[CH:28]=2)=[N:23][CH:24]=1.[ClH:34]. No catalyst specified. The product is [ClH:34].[F:16][CH2:15][CH2:14][N:11]1[CH2:12][CH2:13][C:8]2[C:5]3[CH:6]=[CH:7][C:2]([N:30]4[CH:31]=[CH:32][C:27]([O:26][CH2:25][C:22]5[CH:21]=[CH:20][C:19]([F:18])=[CH:24][N:23]=5)=[CH:28][C:29]4=[O:33])=[CH:3][C:4]=3[S:17][C:9]=2[CH2:10]1. The yield is 1.00.